Dataset: NCI-60 drug combinations with 297,098 pairs across 59 cell lines. Task: Regression. Given two drug SMILES strings and cell line genomic features, predict the synergy score measuring deviation from expected non-interaction effect. (1) Drug 1: C1=NC2=C(N1)C(=S)N=C(N2)N. Drug 2: CCCCCOC(=O)NC1=NC(=O)N(C=C1F)C2C(C(C(O2)C)O)O. Cell line: BT-549. Synergy scores: CSS=21.6, Synergy_ZIP=-6.36, Synergy_Bliss=-1.39, Synergy_Loewe=-24.5, Synergy_HSA=-2.97. (2) Drug 2: C1=CC=C(C=C1)NC(=O)CCCCCCC(=O)NO. Cell line: NCI-H226. Synergy scores: CSS=12.0, Synergy_ZIP=-4.60, Synergy_Bliss=2.24, Synergy_Loewe=-4.31, Synergy_HSA=1.30. Drug 1: CC1C(C(CC(O1)OC2CC(CC3=C2C(=C4C(=C3O)C(=O)C5=C(C4=O)C(=CC=C5)OC)O)(C(=O)C)O)N)O.Cl. (3) Drug 1: C1CNP(=O)(OC1)N(CCCl)CCCl. Drug 2: CC1C(C(CC(O1)OC2CC(CC3=C2C(=C4C(=C3O)C(=O)C5=C(C4=O)C(=CC=C5)OC)O)(C(=O)CO)O)N)O.Cl. Cell line: SF-295. Synergy scores: CSS=33.9, Synergy_ZIP=0.210, Synergy_Bliss=-1.06, Synergy_Loewe=-45.5, Synergy_HSA=-1.72. (4) Drug 1: CCCCC(=O)OCC(=O)C1(CC(C2=C(C1)C(=C3C(=C2O)C(=O)C4=C(C3=O)C=CC=C4OC)O)OC5CC(C(C(O5)C)O)NC(=O)C(F)(F)F)O. Drug 2: COC1=C2C(=CC3=C1OC=C3)C=CC(=O)O2. Cell line: MDA-MB-435. Synergy scores: CSS=28.5, Synergy_ZIP=9.65, Synergy_Bliss=8.86, Synergy_Loewe=7.20, Synergy_HSA=6.34. (5) Drug 1: C1C(C(OC1N2C=NC3=C(N=C(N=C32)Cl)N)CO)O. Drug 2: C1=CC=C(C=C1)NC(=O)CCCCCCC(=O)NO. Cell line: PC-3. Synergy scores: CSS=16.1, Synergy_ZIP=-2.46, Synergy_Bliss=2.42, Synergy_Loewe=-3.25, Synergy_HSA=0.0823. (6) Drug 1: CC1=CC=C(C=C1)C2=CC(=NN2C3=CC=C(C=C3)S(=O)(=O)N)C(F)(F)F. Drug 2: COC1=C2C(=CC3=C1OC=C3)C=CC(=O)O2. Cell line: MALME-3M. Synergy scores: CSS=-9.94, Synergy_ZIP=9.63, Synergy_Bliss=1.19, Synergy_Loewe=-0.552, Synergy_HSA=-4.91.